From a dataset of Forward reaction prediction with 1.9M reactions from USPTO patents (1976-2016). Predict the product of the given reaction. (1) Given the reactants [CH3:1][O:2][C:3]1[CH:4]=[CH:5][CH:6]=[C:7]2[C:12]=1[CH2:11][CH:10]([NH:13][CH2:14][CH2:15][CH3:16])[CH2:9][CH2:8]2, predict the reaction product. The product is: [CH3:1][O:2][C:3]1[CH:4]=[CH:5][CH:6]=[C:7]2[C:12]=1[CH2:11][C@H:10]([NH:13][CH2:14][CH2:15][CH3:16])[CH2:9][CH2:8]2. (2) Given the reactants [CH3:1][N:2]([CH2:13][C:14]1[N:18]([CH2:19][C@H:20]2[CH2:25][CH2:24][CH2:23][NH:22][CH2:21]2)[C:17]2[CH:26]=[CH:27][CH:28]=[CH:29][C:16]=2[N:15]=1)[C@@H:3]1[C:12]2[N:11]=[CH:10][CH:9]=[CH:8][C:7]=2[CH2:6][CH2:5][CH2:4]1.[CH3:30][C:31]([O:34][C:35](=[O:72])[NH:36]/[C:37](/NCCCN1C2C=CC=CC=2N=C1CN(C)C1C2N=CC=CC=2CCC1)=[N:38]/[C:39](=[O:45])[O:40][C:41]([CH3:44])([CH3:43])[CH3:42])([CH3:33])[CH3:32], predict the reaction product. The product is: [CH3:1][N:2]([CH2:13][C:14]1[N:18]([CH2:19][C@H:20]2[CH2:25][CH2:24][CH2:23][N:22](/[C:37](/[NH:38][C:39](=[O:45])[O:40][C:41]([CH3:44])([CH3:43])[CH3:42])=[N:36]/[C:35](=[O:72])[O:34][C:31]([CH3:33])([CH3:32])[CH3:30])[CH2:21]2)[C:17]2[CH:26]=[CH:27][CH:28]=[CH:29][C:16]=2[N:15]=1)[C@@H:3]1[C:12]2[N:11]=[CH:10][CH:9]=[CH:8][C:7]=2[CH2:6][CH2:5][CH2:4]1. (3) The product is: [Cl:1][C:2]1[CH:3]=[CH:4][C:5]([N:10]2[CH2:20][CH2:19][C:13]3[N:14]=[CH:15][N:16]=[C:17]([NH:31][CH2:30][C:27]4[CH:28]=[CH:29][N:24]5[CH:23]=[CH:22][N:21]=[C:25]5[CH:26]=4)[C:12]=3[CH2:11]2)=[C:6]([CH:9]=1)[C:7]#[N:8]. Given the reactants [Cl:1][C:2]1[CH:3]=[CH:4][C:5]([N:10]2[CH2:20][CH2:19][C:13]3[N:14]=[CH:15][N:16]=[C:17](Cl)[C:12]=3[CH2:11]2)=[C:6]([CH:9]=1)[C:7]#[N:8].[N:21]1[CH:22]=[CH:23][N:24]2[CH:29]=[CH:28][C:27]([CH2:30][NH2:31])=[CH:26][C:25]=12.C(N(CC)C(C)C)(C)C, predict the reaction product. (4) Given the reactants [CH2:1]([N:8]1[C@@H:13]2[C@H:14]([S:16]([C:19]3[CH:24]=[CH:23][CH:22]=[CH:21][CH:20]=3)(=[O:18])=[O:17])[CH2:15][C@@:9]1([C:26]1[CH:31]=[CH:30][CH:29]=[CH:28][CH:27]=1)[C:10](=[O:25])[CH2:11][CH2:12]2)[C:2]1[CH:7]=[CH:6][CH:5]=[CH:4][CH:3]=1.CO.[BH4-].[Na+], predict the reaction product. The product is: [CH3:5][CH2:4][CH2:3][CH:2]([CH3:7])[CH3:1].[CH2:1]([N:8]1[C@@H:13]2[C@H:14]([S:16]([C:19]3[CH:20]=[CH:21][CH:22]=[CH:23][CH:24]=3)(=[O:17])=[O:18])[CH2:15][C@@:9]1([C:26]1[CH:31]=[CH:30][CH:29]=[CH:28][CH:27]=1)[C@H:10]([OH:25])[CH2:11][CH2:12]2)[C:2]1[CH:7]=[CH:6][CH:5]=[CH:4][CH:3]=1. (5) Given the reactants [OH-].[Na+].C([O:5][C:6]([C:8]1[NH:9][CH:10]=[C:11]2[C:16]=1[CH2:15][CH2:14][CH2:13][CH2:12]2)=[O:7])C, predict the reaction product. The product is: [C:8]1([C:6]([OH:7])=[O:5])[NH:9][CH:10]=[C:11]2[C:16]=1[CH2:15][CH2:14][CH2:13][CH2:12]2. (6) Given the reactants N([O-])=O.[Na+].N[C:6]1[CH:18]=[CH:17][C:9]2[O:10][C:11]3[CH:16]=[CH:15][CH:14]=[CH:13][C:12]=3[C:8]=2[CH:7]=1.C(O)(=O)C.CCOCC.[BrH:28], predict the reaction product. The product is: [Br:28][C:18]1[CH:6]=[CH:7][C:8]2[C:12]3[CH:13]=[CH:14][CH:15]=[CH:16][C:11]=3[O:10][C:9]=2[CH:17]=1.